From a dataset of Full USPTO retrosynthesis dataset with 1.9M reactions from patents (1976-2016). Predict the reactants needed to synthesize the given product. (1) Given the product [NH2:20][C:17]1[CH:18]=[CH:19][C:14]([S:11]([NH:10][C:8]2[S:9][C:5]([C:1]([CH3:4])([CH3:3])[CH3:2])=[N:6][N:7]=2)(=[O:13])=[O:12])=[CH:15][CH:16]=1, predict the reactants needed to synthesize it. The reactants are: [C:1]([C:5]1[S:9][C:8]([NH:10][S:11]([C:14]2[CH:19]=[CH:18][C:17]([NH:20]C(=O)C)=[CH:16][CH:15]=2)(=[O:13])=[O:12])=[N:7][N:6]=1)([CH3:4])([CH3:3])[CH3:2].C([O-])([O-])=O.[Na+].[Na+]. (2) Given the product [C:5]([C:7]1([NH:11][S:12]([C:14]([CH3:17])([CH3:16])[CH3:15])=[O:13])[CH2:8][CH2:9][CH2:10]1)#[N:6], predict the reactants needed to synthesize it. The reactants are: C[Si]([C:5]#[N:6])(C)C.[C:7]1(=[N:11][S:12]([C:14]([CH3:17])([CH3:16])[CH3:15])=[O:13])[CH2:10][CH2:9][CH2:8]1. (3) Given the product [N+:19]([C:11]1[CH:10]=[C:9]([C:1]2[CH:6]=[CH:5][CH:4]=[CH:3][CH:2]=2)[CH:18]=[CH:17][C:12]=1[C:13]([O:15][CH3:16])=[O:14])([O-:21])=[O:20], predict the reactants needed to synthesize it. The reactants are: [C:1]1(C)[CH:6]=[CH:5][CH:4]=[CH:3][CH:2]=1.Br[C:9]1[CH:18]=[CH:17][C:12]([C:13]([O:15][CH3:16])=[O:14])=[C:11]([N+:19]([O-:21])=[O:20])[CH:10]=1.OB(O)C1C=CC=CC=1.C(=O)([O-])O.[Na+]. (4) Given the product [CH2:1]([O:3][C:4]([C:7]1[CH:11]=[C:10]([NH:12][C:13]([NH:49][C:48]2[CH:50]=[CH:51][CH:52]=[C:46]([S:45][C:33]3[C:32]4[C:37](=[CH:38][C:39]([O:40][CH2:41][CH2:42][O:43][CH3:44])=[C:30]([O:29][CH3:28])[CH:31]=4)[N:36]=[CH:35][N:34]=3)[CH:47]=2)=[O:21])[N:9]([C:22]2[CH:23]=[CH:24][CH:25]=[CH:26][CH:27]=2)[N:8]=1)([CH3:5])[CH3:6])[CH3:2], predict the reactants needed to synthesize it. The reactants are: [CH2:1]([O:3][C:4]([C:7]1[CH:11]=[C:10]([NH:12][C:13](=[O:21])OC2C=CC=CC=2)[N:9]([C:22]2[CH:27]=[CH:26][CH:25]=[CH:24][CH:23]=2)[N:8]=1)([CH3:6])[CH3:5])[CH3:2].[CH3:28][O:29][C:30]1[CH:31]=[C:32]2[C:37](=[CH:38][C:39]=1[O:40][CH2:41][CH2:42][O:43][CH3:44])[N:36]=[CH:35][N:34]=[C:33]2[S:45][C:46]1[CH:47]=[C:48]([CH:50]=[CH:51][CH:52]=1)[NH2:49].C(N(CC)C(C)C)(C)C. (5) Given the product [CH:12]1([NH:15][C:16]([C:18]2[CH:19]=[C:20]([F:37])[C:21]([CH3:36])=[C:22]([C:24]3[N+:25]([O-:9])=[CH:26][C:27]([C:28]([NH:30][CH2:31][CH2:32][CH3:33])=[O:29])=[CH:34][CH:35]=3)[CH:23]=2)=[O:17])[CH2:14][CH2:13]1, predict the reactants needed to synthesize it. The reactants are: C1C=C(Cl)C=C(C(OO)=[O:9])C=1.[CH:12]1([NH:15][C:16]([C:18]2[CH:19]=[C:20]([F:37])[C:21]([CH3:36])=[C:22]([C:24]3[CH:35]=[CH:34][C:27]([C:28]([NH:30][CH2:31][CH2:32][CH3:33])=[O:29])=[CH:26][N:25]=3)[CH:23]=2)=[O:17])[CH2:14][CH2:13]1. (6) The reactants are: [CH3:1][CH:2]1[NH:7][CH2:6][CH2:5][N:4]([C:8]([O:10][C:11]([CH3:14])([CH3:13])[CH3:12])=[O:9])[CH2:3]1.F[C:16]1[CH:23]=[CH:22][C:19]([C:20]#[N:21])=[C:18]([C:24]([F:27])([F:26])[F:25])[CH:17]=1.C(N(C(C)C)CC)(C)C. Given the product [C:20]([C:19]1[CH:22]=[CH:23][C:16]([N:7]2[CH2:6][CH2:5][N:4]([C:8]([O:10][C:11]([CH3:13])([CH3:12])[CH3:14])=[O:9])[CH2:3][CH:2]2[CH3:1])=[CH:17][C:18]=1[C:24]([F:25])([F:26])[F:27])#[N:21], predict the reactants needed to synthesize it. (7) Given the product [N:1]([C:4]1[CH:12]=[CH:11][C:7]([C:8]([NH:17][CH2:16][C:15]([F:19])([F:18])[F:14])=[O:10])=[CH:6][C:5]=1[I:13])=[N+:2]=[N-:3], predict the reactants needed to synthesize it. The reactants are: [N:1]([C:4]1[CH:12]=[CH:11][C:7]([C:8]([OH:10])=O)=[CH:6][C:5]=1[I:13])=[N+:2]=[N-:3].[F:14][C:15]([F:19])([F:18])[CH2:16][NH2:17].C1C=CC2N(O)N=NC=2C=1.CCN=C=NCCCN(C)C.